This data is from Forward reaction prediction with 1.9M reactions from USPTO patents (1976-2016). The task is: Predict the product of the given reaction. (1) Given the reactants [N:1]1([CH2:7][C:8]([O:10][CH2:11][CH3:12])=[O:9])[CH2:6][CH2:5][NH:4][CH2:3][CH2:2]1.Br[C:14]1[CH:19]=[CH:18][CH:17]=[C:16]([O:20][C:21]([F:24])([F:23])[F:22])[CH:15]=1.C([O-])([O-])=O.[Cs+].[Cs+], predict the reaction product. The product is: [F:22][C:21]([F:23])([F:24])[O:20][C:16]1[CH:15]=[C:14]([N:4]2[CH2:5][CH2:6][N:1]([CH2:7][C:8]([O:10][CH2:11][CH3:12])=[O:9])[CH2:2][CH2:3]2)[CH:19]=[CH:18][CH:17]=1. (2) Given the reactants [N:1]1[CH:6]=[CH:5][CH:4]=[C:3](B(O)O)[CH:2]=1.Br[C:11]1[CH:12]=[C:13]([NH:17][C:18](=[O:35])[CH2:19][O:20][CH2:21][C:22]([NH:24][C:25]2[CH:33]=[CH:32][C:31]([Cl:34])=[CH:30][C:26]=2[C:27]([OH:29])=[O:28])=[O:23])[CH:14]=[CH:15][CH:16]=1.C(=O)([O-])[O-].[Na+].[Na+], predict the reaction product. The product is: [Cl:34][C:31]1[CH:32]=[CH:33][C:25]([NH:24][C:22](=[O:23])[CH2:21][O:20][CH2:19][C:18](=[O:35])[NH:17][C:13]2[CH:12]=[CH:11][CH:16]=[C:15]([C:3]3[CH:2]=[N:1][CH:6]=[CH:5][CH:4]=3)[CH:14]=2)=[C:26]([CH:30]=1)[C:27]([OH:29])=[O:28]. (3) Given the reactants [OH:1][C:2]1[CH:7]=[CH:6][C:5]([C:8]2[CH:9]=[C:10]3[C:14](=[CH:15][CH:16]=2)[N:13]([C:17]([O:19][C:20]([CH3:23])([CH3:22])[CH3:21])=[O:18])[CH:12]=[CH:11]3)=[CH:4][CH:3]=1.[CH:24]1([CH2:30]Br)[CH2:29][CH2:28][CH2:27][CH2:26][CH2:25]1.C([O-])([O-])=O.[K+].[K+], predict the reaction product. The product is: [C:20]([O:19][C:17]([N:13]1[C:14]2[C:10](=[CH:9][C:8]([C:5]3[CH:4]=[CH:3][C:2]([O:1][CH2:30][CH:24]4[CH2:29][CH2:28][CH2:27][CH2:26][CH2:25]4)=[CH:7][CH:6]=3)=[CH:16][CH:15]=2)[CH2:11][CH2:12]1)=[O:18])([CH3:23])([CH3:22])[CH3:21]. (4) Given the reactants [CH3:1][O:2][C:3](=[O:17])[CH2:4][C:5]([NH:7][C:8]1[CH:13]=[CH:12][C:11]([S:14][CH3:15])=[CH:10][C:9]=1[F:16])=[O:6].Cl[CH2:19][C:20]1[CH:25]=[CH:24][N:23]=[CH:22][N:21]=1.[OH-].[K+], predict the reaction product. The product is: [CH3:1][O:2][C:3](=[O:17])[CH:4]([CH2:19][C:20]1[CH:25]=[CH:24][N:23]=[CH:22][N:21]=1)[C:5]([NH:7][C:8]1[CH:13]=[CH:12][C:11]([S:14][CH3:15])=[CH:10][C:9]=1[F:16])=[O:6]. (5) Given the reactants FC(F)(F)C(O)=O.C(OC([N:15]1[CH2:20][CH2:19][CH:18]([O:21][C:22]2[CH:27]=[CH:26][CH:25]=[C:24]([NH:28][C:29](=[O:39])[C:30]3[C:35]([F:36])=[CH:34][C:33]([F:37])=[CH:32][C:31]=3[F:38])[N:23]=2)[CH2:17][CH2:16]1)=O)(C)(C)C.[OH-].[Na+], predict the reaction product. The product is: [F:36][C:35]1[CH:34]=[C:33]([F:37])[CH:32]=[C:31]([F:38])[C:30]=1[C:29]([NH:28][C:24]1[CH:25]=[CH:26][CH:27]=[C:22]([O:21][CH:18]2[CH2:17][CH2:16][NH:15][CH2:20][CH2:19]2)[N:23]=1)=[O:39]. (6) Given the reactants [NH2:1][C@@H:2]([CH2:7][C:8]1[CH:13]=[CH:12][C:11]([C:14]2[C:15](=[O:27])[N:16]([CH3:26])[C:17]3[C:22]([C:23]=2[O:24][CH3:25])=[CH:21][CH:20]=[CH:19][CH:18]=3)=[CH:10][CH:9]=1)[C:3]([O:5][CH3:6])=[O:4].[Cl:28][C:29]1[CH:37]=[CH:36][CH:35]=[C:34]([CH3:38])[C:30]=1[C:31](O)=[O:32], predict the reaction product. The product is: [Cl:28][C:29]1[CH:37]=[CH:36][CH:35]=[C:34]([CH3:38])[C:30]=1[C:31]([NH:1][C@@H:2]([CH2:7][C:8]1[CH:13]=[CH:12][C:11]([C:14]2[C:15](=[O:27])[N:16]([CH3:26])[C:17]3[C:22]([C:23]=2[O:24][CH3:25])=[CH:21][CH:20]=[CH:19][CH:18]=3)=[CH:10][CH:9]=1)[C:3]([O:5][CH3:6])=[O:4])=[O:32]. (7) Given the reactants [OH:1][C:2]1[C:7]2[CH:8]=[C:9]([CH3:11])[O:10][C:6]=2[CH:5]=[C:4]([C:12]([O:14][CH2:15][CH3:16])=[O:13])[CH:3]=1.Br[C:18]1[CH:23]=[N+:22]([O-:24])[C:21]([C:25]([N:27]([CH3:29])[CH3:28])=[O:26])=[CH:20][CH:19]=1, predict the reaction product. The product is: [CH3:28][N:27]([CH3:29])[C:25]([C:21]1[N+:22]([O-:24])=[CH:23][C:18]([O:1][C:2]2[C:7]3[CH:8]=[C:9]([CH3:11])[O:10][C:6]=3[CH:5]=[C:4]([C:12]([O:14][CH2:15][CH3:16])=[O:13])[CH:3]=2)=[CH:19][CH:20]=1)=[O:26]. (8) Given the reactants [C:1]1([C:13](Cl)=[O:14])[CH:6]=[C:5](C(Cl)=O)[CH:4]=[C:3]([C:10](Cl)=O)C=1.[C:16]1(N)C=[CH:20][CH:19]=[C:18](N)[CH:17]=1.[S:24](=[O:27])([OH:26])[O-:25].[Na+:28].Cl[O-].[Na+], predict the reaction product. The product is: [S:24]([O-:27])([O:14][CH2:13][CH2:1][CH2:6][CH2:5][CH2:4][CH2:3][CH2:10][CH2:16][CH2:17][CH2:18][CH2:19][CH3:20])(=[O:26])=[O:25].[Na+:28]. (9) Given the reactants [NH2:1][CH2:2][C@H:3]1[CH2:8][CH2:7][C@H:6]([CH2:9][NH:10][S:11]([C:14]2[CH:23]=[CH:22][C:21]3[C:16](=[CH:17][CH:18]=[CH:19][CH:20]=3)[CH:15]=2)(=[O:13])=[O:12])[CH2:5][CH2:4]1.Cl[C:25]([O:27][CH2:28][CH3:29])=[O:26], predict the reaction product. The product is: [CH:15]1[C:16]2[C:21](=[CH:20][CH:19]=[CH:18][CH:17]=2)[CH:22]=[CH:23][C:14]=1[S:11]([NH:10][CH2:9][C@H:6]1[CH2:7][CH2:8][C@H:3]([CH2:2][NH:1][C:25](=[O:26])[O:27][CH2:28][CH3:29])[CH2:4][CH2:5]1)(=[O:13])=[O:12].